From a dataset of TCR-epitope binding with 47,182 pairs between 192 epitopes and 23,139 TCRs. Binary Classification. Given a T-cell receptor sequence (or CDR3 region) and an epitope sequence, predict whether binding occurs between them. The epitope is NYSGVVTTVMF. The TCR CDR3 sequence is CASSQEQDETYEQYF. Result: 1 (the TCR binds to the epitope).